Dataset: Reaction yield outcomes from USPTO patents with 853,638 reactions. Task: Predict the reaction yield, written as a fraction of the theoretical maximum amount of product (1.0 means a 100% yield; for example, 0.34 means a 34% yield). (1) The reactants are [NH2:1][CH:2]1[CH:7]2[CH:3]1[CH2:4][N:5]([C:8]([O:10][C:11]([CH3:14])([CH3:13])[CH3:12])=[O:9])[CH2:6]2.[N-:15]=[N+:16]=[N-:17].[Na+].[C:19](O)(=O)C. No catalyst specified. The product is [N:1]1([CH:2]2[CH:7]3[CH:3]2[CH2:4][N:5]([C:8]([O:10][C:11]([CH3:14])([CH3:13])[CH3:12])=[O:9])[CH2:6]3)[CH:19]=[N:17][N:16]=[N:15]1. The yield is 0.503. (2) The reactants are [NH2:1][C:2]1[CH:7]=[C:6]([CH3:8])[CH:5]=[CH:4][C:3]=1[S:9]([NH2:12])(=[O:11])=[O:10].[Cl:13][C:14]1[CH:15]=[C:16](/[CH:21]=[CH:22]/[S:23](Cl)(=[O:25])=[O:24])[CH:17]=[CH:18][C:19]=1[Cl:20]. No catalyst specified. The product is [Cl:13][C:14]1[CH:15]=[C:16](/[CH:21]=[CH:22]/[S:23]([NH:1][C:2]2[CH:7]=[C:6]([CH3:8])[CH:5]=[CH:4][C:3]=2[S:9]([NH2:12])(=[O:10])=[O:11])(=[O:25])=[O:24])[CH:17]=[CH:18][C:19]=1[Cl:20]. The yield is 0.540. (3) The product is [Cl:22][C:16]1[CH:17]=[C:18]([Cl:21])[CH:19]=[CH:20][C:15]=1[C:14]1[N:3]2[N:4]=[C:5]([CH2:7][CH3:8])[CH:6]=[C:2]2[N:1]=[C:11]([CH3:12])[N:13]=1. The catalyst is O1CCOCC1. The reactants are [NH2:1][C:2]1[CH:6]=[C:5]([CH2:7][CH3:8])[NH:4][N:3]=1.CS[C:11](=[N:13][C:14](=O)[C:15]1[CH:20]=[CH:19][C:18]([Cl:21])=[CH:17][C:16]=1[Cl:22])[CH3:12]. The yield is 0.140. (4) The reactants are [NH:1](C(OCC1C2C(=CC=CC=2)C2C1=CC=CC=2)=O)[C@H:2]([C:10]([N:12]([CH3:35])[C@H:13]([C:17]([NH:19][C@H:20]([C:32]([NH2:34])=[O:33])[CH2:21][C:22]1[CH:27]=[CH:26][C:25]([OH:28])=[C:24]([N:29]([CH3:31])[CH3:30])[CH:23]=1)=[O:18])[CH:14]([CH3:16])[CH3:15])=[O:11])[CH2:3][C:4]1[CH:9]=[CH:8][CH:7]=[CH:6][CH:5]=1. The catalyst is C(Cl)Cl.C(NCC)C. The product is [NH2:1][C@H:2]([C:10]([N:12]([CH3:35])[C@H:13]([C:17]([NH:19][C@H:20]([C:32]([NH2:34])=[O:33])[CH2:21][C:22]1[CH:27]=[CH:26][C:25]([OH:28])=[C:24]([N:29]([CH3:30])[CH3:31])[CH:23]=1)=[O:18])[CH:14]([CH3:15])[CH3:16])=[O:11])[CH2:3][C:4]1[CH:5]=[CH:6][CH:7]=[CH:8][CH:9]=1. The yield is 0.810. (5) The reactants are [CH3:1][C:2]1[C:6]([CH2:7][N:8]2[CH:12]=[C:11]([N:13]3[C:17](=[O:18])[CH2:16][NH:15][C:14]3=[O:19])[CH:10]=[N:9]2)=[C:5]([CH3:20])[O:4][N:3]=1.[CH2:21](Br)[CH2:22][C:23]1[CH:28]=[CH:27][CH:26]=[CH:25][CH:24]=1. No catalyst specified. The product is [CH3:1][C:2]1[C:6]([CH2:7][N:8]2[CH:12]=[C:11]([N:13]3[C:17](=[O:18])[CH2:16][N:15]([CH2:21][CH2:22][C:23]4[CH:28]=[CH:27][CH:26]=[CH:25][CH:24]=4)[C:14]3=[O:19])[CH:10]=[N:9]2)=[C:5]([CH3:20])[O:4][N:3]=1. The yield is 0.370.